Dataset: Reaction yield outcomes from USPTO patents with 853,638 reactions. Task: Predict the reaction yield, written as a fraction of the theoretical maximum amount of product (1.0 means a 100% yield; for example, 0.34 means a 34% yield). The reactants are [CH2:1]([O:3][CH:4]1[CH2:11][CH:10]2[CH:6]([CH2:7][CH:8]([NH:12][CH2:13][C:14]([N:16]3[CH2:20][CH2:19][CH2:18][CH:17]3[C:21]#[N:22])=[O:15])[CH2:9]2)[CH2:5]1)[CH3:2].[ClH:23]. The catalyst is CCOCC. The product is [ClH:23].[CH2:1]([O:3][CH:4]1[CH2:5][CH:6]2[CH:10]([CH2:9][CH:8]([NH:12][CH2:13][C:14]([N:16]3[CH2:20][CH2:19][CH2:18][CH:17]3[C:21]#[N:22])=[O:15])[CH2:7]2)[CH2:11]1)[CH3:2]. The yield is 0.800.